From a dataset of Clinical trial toxicity outcomes and FDA approval status for drugs. Regression/Classification. Given a drug SMILES string, predict its toxicity properties. Task type varies by dataset: regression for continuous values (e.g., LD50, hERG inhibition percentage) or binary classification for toxic/non-toxic outcomes (e.g., AMES mutagenicity, cardiotoxicity, hepatotoxicity). Dataset: clintox. (1) The compound is CN1CC(=O)N2[C@H](Cc3c([nH]c4ccccc34)[C@H]2c2ccc3c(c2)OCO3)C1=O. The result is 0 (passed clinical trial). (2) The compound is Cc1onc(-c2ccccc2)c1C(=O)N[C@@H]1C(=O)N2[C@@H](C(=O)[O-])C(C)(C)S[C@H]12. The result is 0 (passed clinical trial). (3) The compound is CCC1(c2ccccc2)NC(=O)N(C)C1=O. The result is 0 (passed clinical trial). (4) The molecule is COc1ccc(CC2c3cc(OC)c(OC)cc3CC[N+]2(C)CCC(=O)OCCCCCOC(=O)CC[N+]2(C)CCc3cc(OC)c(OC)cc3C2Cc2ccc(OC)c(OC)c2)cc1OC. The result is 0 (passed clinical trial). (5) The compound is COc1ccccc1OCC(O)CN1CC[NH+](CC(=O)Nc2c(C)cccc2C)CC1. The result is 0 (passed clinical trial). (6) The compound is CC/C(=C(/CC)c1ccc(OP(=O)([O-])[O-])cc1)c1ccc(OP(=O)([O-])[O-])cc1. The result is 0 (passed clinical trial). (7) The molecule is C[NH+](C)CCOc1ccc(/C(=C(/CCCl)c2ccccc2)c2ccccc2)cc1. The result is 0 (passed clinical trial). (8) The result is 0 (passed clinical trial). The compound is COCCc1ccc(OCC(O)C[NH2+]C(C)C)cc1. (9) The compound is NC(=O)C(c1ccccc1)(c1ccccc1)[C@@H]1CC[NH+](CCc2ccc3c(c2)CCO3)C1. The result is 0 (passed clinical trial).